Predict the product of the given reaction. From a dataset of Forward reaction prediction with 1.9M reactions from USPTO patents (1976-2016). (1) Given the reactants [NH2:1][OH:2].Cl.O.C([O-])(O)=O.[Na+].[CH:10]1([C@H:14]([NH:16][C:17]2[N:25]=[C:24]([C:26]#[N:27])[N:23]=[C:22]3[C:18]=2[N:19]([CH2:28][C@H:29]2[CH2:34][CH2:33][C@H:32]([CH3:35])[CH2:31][CH2:30]2)[CH:20]=[N:21]3)[CH3:15])[CH2:13][CH2:12][CH2:11]1, predict the reaction product. The product is: [CH:10]1([C@H:14]([NH:16][C:17]2[N:25]=[C:24]([C:26](=[NH:27])[NH:1][OH:2])[N:23]=[C:22]3[C:18]=2[N:19]([CH2:28][C@H:29]2[CH2:30][CH2:31][C@H:32]([CH3:35])[CH2:33][CH2:34]2)[CH:20]=[N:21]3)[CH3:15])[CH2:13][CH2:12][CH2:11]1. (2) Given the reactants [F:1][C:2]1[C:10]([O:11][CH2:12][F:13])=[C:9]([F:14])[C:8]([F:15])=[CH:7][C:3]=1[C:4]([NH2:6])=[O:5].C(Cl)(=O)[C:17](Cl)=[O:18], predict the reaction product. The product is: [F:1][C:2]1[C:10]([O:11][CH2:12][F:13])=[C:9]([F:14])[C:8]([F:15])=[CH:7][C:3]=1[C:4]([N:6]=[C:17]=[O:18])=[O:5]. (3) Given the reactants [CH2:1]([N:4]([CH2:20][CH:21]=C)[CH2:5][CH:6]([C:8]1[CH:13]=[CH:12][C:11]([S:14]([CH2:17][CH2:18][CH3:19])(=[O:16])=[O:15])=[CH:10][CH:9]=1)[NH2:7])[CH:2]=C.C(=O)C.C(O)(=O)C.C([BH3-])#N.[Na+].CN1C(=O)CC(=O)N(C)C1=O, predict the reaction product. The product is: [CH2:20]([N:4]([CH2:1][CH3:2])[CH2:5][CH:6]([C:8]1[CH:13]=[CH:12][C:11]([S:14]([CH2:17][CH2:18][CH3:19])(=[O:15])=[O:16])=[CH:10][CH:9]=1)[NH2:7])[CH3:21]. (4) Given the reactants [Br:1][C:2]1[CH:18]=[CH:17][C:5]2[C:6]3[N:10]([CH2:11][CH2:12][O:13][C:4]=2[CH:3]=1)[CH:9]=[C:8]([C:14]([NH2:16])=[O:15])[N:7]=3.[CH3:19][N:20]([CH:22](OC)OC)[CH3:21], predict the reaction product. The product is: [CH3:19][N:20]([CH3:22])/[CH:21]=[N:16]\[C:14]([C:8]1[N:7]=[C:6]2[N:10]([CH2:11][CH2:12][O:13][C:4]3[CH:3]=[C:2]([Br:1])[CH:18]=[CH:17][C:5]=32)[CH:9]=1)=[O:15]. (5) Given the reactants [CH2:1]([O:8][C:9](=[O:19])[NH:10][C@@H:11]1[CH2:16][CH2:15][CH2:14][CH2:13][C@@H:12]1[CH:17]=O)[C:2]1[CH:7]=[CH:6][CH:5]=[CH:4][CH:3]=1.[BH-](O[C:30]([CH3:32])=O)(OC(C)=O)OC(C)=O.[Na+], predict the reaction product. The product is: [CH2:1]([O:8][C:9](=[O:19])[NH:10][C@@H:11]1[CH2:16][CH2:15][CH2:14][CH2:13][C@@H:12]1[CH2:17][N:10]1[CH2:32][CH2:30][CH2:13][CH2:12][CH2:11]1)[C:2]1[CH:7]=[CH:6][CH:5]=[CH:4][CH:3]=1. (6) Given the reactants [NH2:1][C:2]1[CH:7]=[CH:6][C:5]([C:8]#[N:9])=[CH:4][N:3]=1.[CH2:10]([O:12][C:13](=[O:18])/[CH:14]=[CH:15]/[CH:16]=O)[CH3:11], predict the reaction product. The product is: [CH2:10]([O:12][C:13](=[O:18])[CH2:14][C:15]1[N:3]2[CH:4]=[C:5]([C:8]#[N:9])[CH:6]=[CH:7][C:2]2=[N:1][CH:16]=1)[CH3:11].